Dataset: Full USPTO retrosynthesis dataset with 1.9M reactions from patents (1976-2016). Task: Predict the reactants needed to synthesize the given product. (1) Given the product [Br:1][C:2]1[CH:3]=[C:4]2[C:9](=[CH:10][CH:11]=1)[N:8]=[C:7]([C:12]1[CH:17]=[CH:16][CH:15]=[C:14]([F:18])[CH:13]=1)[CH:6]=[C:5]2[Cl:22], predict the reactants needed to synthesize it. The reactants are: [Br:1][C:2]1[CH:3]=[C:4]2[C:9](=[CH:10][CH:11]=1)[N:8]=[C:7]([C:12]1[CH:17]=[CH:16][CH:15]=[C:14]([F:18])[CH:13]=1)[CH:6]=[C:5]2O.P(Cl)(Cl)([Cl:22])=O. (2) Given the product [Cl:36][C:32]1[CH:31]=[C:30]([C:27]2[CH:26]=[CH:25][C:24]([CH2:23][C@@H:12]([NH:11][C:8]([C:6]3[O:5][N:4]=[C:3]([O:2][CH3:1])[CH:7]=3)=[O:10])[CH2:13][C@:14]([CH2:19][O:20][CH2:21][CH3:22])([CH3:18])[C:15]([OH:17])=[O:16])=[CH:29][CH:28]=2)[CH:35]=[CH:34][CH:33]=1, predict the reactants needed to synthesize it. The reactants are: [CH3:1][O:2][C:3]1[CH:7]=[C:6]([C:8]([OH:10])=O)[O:5][N:4]=1.[NH2:11][C@H:12]([CH2:23][C:24]1[CH:29]=[CH:28][C:27]([C:30]2[CH:35]=[CH:34][CH:33]=[C:32]([Cl:36])[CH:31]=2)=[CH:26][CH:25]=1)[CH2:13][C@:14]([CH2:19][O:20][CH2:21][CH3:22])([CH3:18])[C:15]([OH:17])=[O:16].